Regression. Given a peptide amino acid sequence and an MHC pseudo amino acid sequence, predict their binding affinity value. This is MHC class I binding data. From a dataset of Peptide-MHC class I binding affinity with 185,985 pairs from IEDB/IMGT. (1) The peptide sequence is HFIDERGESII. The MHC is HLA-A29:02 with pseudo-sequence HLA-A29:02. The binding affinity (normalized) is 0.00556. (2) The peptide sequence is SSRMYCSFY. The MHC is HLA-A23:01 with pseudo-sequence HLA-A23:01. The binding affinity (normalized) is 0.210. (3) The peptide sequence is FNATKFPSVY. The MHC is HLA-A23:01 with pseudo-sequence HLA-A23:01. The binding affinity (normalized) is 0.